Dataset: Forward reaction prediction with 1.9M reactions from USPTO patents (1976-2016). Task: Predict the product of the given reaction. (1) Given the reactants C(OC([N:8]([CH2:21][CH:22]1[CH2:27][CH2:26][N:25]([C:28]2[CH:29]=[C:30]([CH:34]=[CH:35][CH:36]=2)[C:31]([OH:33])=[O:32])[CH2:24][CH:23]1[C:37]1[CH:42]=[CH:41][CH:40]=[CH:39][CH:38]=1)[C@@H:9]([C:11]1[C:20]2[C:15](=[CH:16][CH:17]=[CH:18][CH:19]=2)[CH:14]=[CH:13][CH:12]=1)[CH3:10])=O)(C)(C)C.[ClH:43].O1CCOCC1.Cl, predict the reaction product. The product is: [ClH:43].[C:11]1([C@H:9]([NH:8][CH2:21][CH:22]2[CH2:27][CH2:26][N:25]([C:28]3[CH:29]=[C:30]([CH:34]=[CH:35][CH:36]=3)[C:31]([OH:33])=[O:32])[CH2:24][CH:23]2[C:37]2[CH:42]=[CH:41][CH:40]=[CH:39][CH:38]=2)[CH3:10])[C:20]2[C:15](=[CH:16][CH:17]=[CH:18][CH:19]=2)[CH:14]=[CH:13][CH:12]=1. (2) Given the reactants C(Cl)(=O)OC(Cl)C.C([N:15]1[CH2:20][CH2:19][C:18]([C:27]2[N:32]=[C:31]([Cl:33])[N:30]=[C:29]([N:34]3[CH2:39][CH2:38][O:37][CH2:36][CH2:35]3)[CH:28]=2)([S:21]([CH:24]2[CH2:26][CH2:25]2)(=[O:23])=[O:22])[CH2:17][CH2:16]1)C1C=CC=CC=1.[C:48](O[C:48]([O:50][C:51]([CH3:54])([CH3:53])[CH3:52])=[O:49])([O:50][C:51]([CH3:54])([CH3:53])[CH3:52])=[O:49].C(N(C(C)C)C(C)C)C, predict the reaction product. The product is: [Cl:33][C:31]1[N:32]=[C:27]([C:18]2([S:21]([CH:24]3[CH2:26][CH2:25]3)(=[O:23])=[O:22])[CH2:19][CH2:20][N:15]([C:48]([O:50][C:51]([CH3:52])([CH3:53])[CH3:54])=[O:49])[CH2:16][CH2:17]2)[CH:28]=[C:29]([N:34]2[CH2:39][CH2:38][O:37][CH2:36][CH2:35]2)[N:30]=1.